From a dataset of Reaction yield outcomes from USPTO patents with 853,638 reactions. Predict the reaction yield, written as a fraction of the theoretical maximum amount of product (1.0 means a 100% yield; for example, 0.34 means a 34% yield). (1) The reactants are [NH2:1][N:2]1[C:7](=[O:8])[C:6]([C:9]2[NH:14][C:13]3[CH:15]=[CH:16][CH:17]=[CH:18][C:12]=3[S:11](=[O:20])(=[O:19])[N:10]=2)=[C:5]([OH:21])[C:4]2[S:22][CH:23]=[CH:24][C:3]1=2.[CH3:25][C:26]1[CH:33]=[CH:32][CH:31]=[CH:30][C:27]=1[CH:28]=O. The catalyst is CN(C)C(=O)C. The product is [O:19]=[S:11]1(=[O:20])[C:12]2[CH:18]=[CH:17][CH:16]=[CH:15][C:13]=2[NH:14][C:9]([C:6]2[C:7](=[O:8])[N:2]([N:1]=[CH:25][C:26]3[CH:33]=[CH:32][CH:31]=[CH:30][C:27]=3[CH3:28])[C:3]3[CH:24]=[CH:23][S:22][C:4]=3[C:5]=2[OH:21])=[N:10]1. The yield is 0.570. (2) The reactants are [C:1]1([CH2:7][CH2:8][C:9]([OH:11])=O)[CH:6]=[CH:5][CH:4]=[CH:3][CH:2]=1.CN(C(ON1N=NC2C=CC=CC1=2)=[N+](C)C)C.F[P-](F)(F)(F)(F)F.[NH2:36][C:37]1[CH:38]=[C:39]([C:59](=[O:66])[NH:60][C:61]2[NH:62][CH:63]=[CH:64][N:65]=2)[C:40]2[N:44]=[C:43]([NH:45][C:46]([C:48]3[N:49]=[CH:50][C:51]4[C:56]([CH:57]=3)=[CH:55][CH:54]=[CH:53][CH:52]=4)=[O:47])[NH:42][C:41]=2[CH:58]=1. The catalyst is CN(C=O)C.CCN(C(C)C)C(C)C.[Cl-].[Na+].O. The product is [NH:62]1[CH:63]=[CH:64][N:65]=[C:61]1[NH:60][C:59]([C:39]1[C:40]2[NH:44][C:43]([NH:45][C:46]([C:48]3[N:49]=[CH:50][C:51]4[C:56]([CH:57]=3)=[CH:55][CH:54]=[CH:53][CH:52]=4)=[O:47])=[N:42][C:41]=2[CH:58]=[C:37]([NH:36][C:9](=[O:11])[CH2:8][CH2:7][C:1]2[CH:2]=[CH:3][CH:4]=[CH:5][CH:6]=2)[CH:38]=1)=[O:66]. The yield is 0.660. (3) The reactants are C([O:4][CH2:5][C:6]1[C:11]([C:12]2[CH:17]=[C:16]([NH:18][C:19]3[CH:24]=[CH:23][C:22]([N:25]4[CH2:30][CH2:29][N:28]([CH:31]5[CH2:34][O:33][CH2:32]5)[CH2:27][C@H:26]4[CH3:35])=[CH:21][N:20]=3)[C:15](=[O:36])[N:14]([CH3:37])[CH:13]=2)=[CH:10][C:9]([F:38])=[CH:8][C:7]=1[N:39]1[CH2:50][CH2:49][N:48]2[C:41](=[CH:42][C:43]3[CH2:44][C:45]([CH3:52])([CH3:51])[CH2:46][C:47]=32)[C:40]1=[O:53])(=O)C.[OH-].[Li+].C1COCC1.C(O)(C)C. The catalyst is O. The product is [F:38][C:9]1[CH:10]=[C:11]([C:12]2[CH:17]=[C:16]([NH:18][C:19]3[CH:24]=[CH:23][C:22]([N:25]4[CH2:30][CH2:29][N:28]([CH:31]5[CH2:34][O:33][CH2:32]5)[CH2:27][C@H:26]4[CH3:35])=[CH:21][N:20]=3)[C:15](=[O:36])[N:14]([CH3:37])[CH:13]=2)[C:6]([CH2:5][OH:4])=[C:7]([N:39]2[CH2:50][CH2:49][N:48]3[C:47]4[CH2:46][C:45]([CH3:52])([CH3:51])[CH2:44][C:43]=4[CH:42]=[C:41]3[C:40]2=[O:53])[CH:8]=1. The yield is 0.790.